Dataset: Catalyst prediction with 721,799 reactions and 888 catalyst types from USPTO. Task: Predict which catalyst facilitates the given reaction. (1) Reactant: [O:1]1[C:5]2[CH:6]=[CH:7][C:8]([C:10]3[C:11]([O:17][CH2:18][CH:19]4[CH2:21][CH2:20]4)=[N:12][N:13]([CH3:16])[C:14]=3[NH2:15])=[CH:9][C:4]=2[O:3][CH2:2]1.CN(C1C=CC=CN=1)C.Cl[S:32]([C:35]1[CH:40]=[CH:39][C:38]([C:41]([CH3:48])([CH3:47])[C:42]([O:44][CH2:45][CH3:46])=[O:43])=[CH:37][CH:36]=1)(=[O:34])=[O:33]. Product: [O:1]1[C:5]2[CH:6]=[CH:7][C:8]([C:10]3[C:11]([O:17][CH2:18][CH:19]4[CH2:21][CH2:20]4)=[N:12][N:13]([CH3:16])[C:14]=3[NH:15][S:32]([C:35]3[CH:36]=[CH:37][C:38]([C:41]([CH3:47])([CH3:48])[C:42]([O:44][CH2:45][CH3:46])=[O:43])=[CH:39][CH:40]=3)(=[O:34])=[O:33])=[CH:9][C:4]=2[O:3][CH2:2]1. The catalyst class is: 17. (2) Reactant: CCCCC.[C:6]([Li])([CH3:9])([CH3:8])[CH3:7].C1COCC1.[CH3:16][O:17][C:18]1[CH:23]=[CH:22][C:21]([N:24]2[CH2:29][CH2:28][N:27]([C:30]3[C:31]([CH3:44])=[C:32]([CH3:43])[C:33]4[O:37][C:36]([CH3:39])([CH3:38])[C:35](=[O:40])[C:34]=4[C:41]=3[CH3:42])[CH2:26][CH2:25]2)=[CH:20][CH:19]=1. Product: [C:6]([C:35]1([OH:40])[C:34]2[C:41]([CH3:42])=[C:30]([N:27]3[CH2:26][CH2:25][N:24]([C:21]4[CH:20]=[CH:19][C:18]([O:17][CH3:16])=[CH:23][CH:22]=4)[CH2:29][CH2:28]3)[C:31]([CH3:44])=[C:32]([CH3:43])[C:33]=2[O:37][C:36]1([CH3:39])[CH3:38])([CH3:9])([CH3:8])[CH3:7]. The catalyst class is: 6.